From a dataset of Reaction yield outcomes from USPTO patents with 853,638 reactions. Predict the reaction yield, written as a fraction of the theoretical maximum amount of product (1.0 means a 100% yield; for example, 0.34 means a 34% yield). (1) The reactants are [CH3:1][C:2]1[N:3]=[C:4]([C:25]2[CH:30]=[CH:29][CH:28]=[CH:27][CH:26]=2)[O:5][C:6]=1[CH2:7][CH2:8][O:9][C:10]1[CH:11]=[C:12]2[C:16](=[CH:17][CH:18]=1)[C@H:15]([CH2:19][C:20]([O:22]CC)=[O:21])[CH2:14][CH2:13]2.[Li+].[OH-].O.Cl. The catalyst is CCO.C1COCC1. The product is [CH3:1][C:2]1[N:3]=[C:4]([C:25]2[CH:26]=[CH:27][CH:28]=[CH:29][CH:30]=2)[O:5][C:6]=1[CH2:7][CH2:8][O:9][C:10]1[CH:11]=[C:12]2[C:16](=[CH:17][CH:18]=1)[C@H:15]([CH2:19][C:20]([OH:22])=[O:21])[CH2:14][CH2:13]2. The yield is 0.306. (2) The reactants are [CH2:1]([C:3]1[O:7][N:6]=[C:5]([NH2:8])[CH:4]=1)[CH3:2].[C:9]([O:12][CH2:13][C:14]1[C:15]([N:29]2[CH2:40][CH2:39][N:38]3[C:31](=[CH:32][C:33]4[CH2:34][C:35]([CH3:42])([CH3:41])[CH2:36][C:37]=43)[C:30]2=[O:43])=[N:16][CH:17]=[CH:18][C:19]=1[C:20]1[CH:25]=[C:24](Br)[C:23](=[O:27])[N:22]([CH3:28])[CH:21]=1)(=[O:11])[CH3:10].CC1(C)C2C(=C(P(C3C=CC=CC=3)C3C=CC=CC=3)C=CC=2)OC2C(P(C3C=CC=CC=3)C3C=CC=CC=3)=CC=CC1=2.C([O-])([O-])=O.[Cs+].[Cs+]. The catalyst is C1C=CC(/C=C/C(/C=C/C2C=CC=CC=2)=O)=CC=1.C1C=CC(/C=C/C(/C=C/C2C=CC=CC=2)=O)=CC=1.C1C=CC(/C=C/C(/C=C/C2C=CC=CC=2)=O)=CC=1.[Pd].[Pd].O1CCOCC1. The product is [C:9]([O:12][CH2:13][C:14]1[C:15]([N:29]2[CH2:40][CH2:39][N:38]3[C:31](=[CH:32][C:33]4[CH2:34][C:35]([CH3:42])([CH3:41])[CH2:36][C:37]=43)[C:30]2=[O:43])=[N:16][CH:17]=[CH:18][C:19]=1[C:20]1[CH:25]=[C:24]([NH:8][C:5]2[CH:4]=[C:3]([CH2:1][CH3:2])[O:7][N:6]=2)[C:23](=[O:27])[N:22]([CH3:28])[CH:21]=1)(=[O:11])[CH3:10]. The yield is 0.495. (3) The reactants are [OH:1][CH:2]([CH2:8][CH2:9][CH3:10])[C:3]([O:5]CC)=O.[CH3:11][O-].[Na+].CO.[CH3:16][NH:17][CH3:18].P(=O)(O)(O)O. No catalyst specified. The product is [OH:1][CH:2]([CH2:8][CH2:9][CH2:10][CH3:11])[C:3]([N:17]([CH3:18])[CH3:16])=[O:5]. The yield is 0.800.